Dataset: Cav3 T-type calcium channel HTS with 100,875 compounds. Task: Binary Classification. Given a drug SMILES string, predict its activity (active/inactive) in a high-throughput screening assay against a specified biological target. (1) The molecule is S(=O)(=O)(NCc1cc2c(n(c(c2)C)C)cc1)c1c(cc(cc1C)C)C. The result is 0 (inactive). (2) The compound is Clc1cc2nc3oc(C(=O)N4CCC5(OCCO5)CC4)cc3cc2cc1. The result is 0 (inactive). (3) The drug is Clc1ccc(COn2c3c(nc2c2ccccc2)cccc3)cc1. The result is 0 (inactive). (4) The compound is Clc1c(OCC(OCCOc2nc(N(C)C)nc(N(C)C)n2)=O)ccc(Cl)c1. The result is 0 (inactive). (5) The compound is O(c1ccc(cc1)C(OC)=O)c1nn2c(nnc2)cc1. The result is 0 (inactive). (6) The drug is FC(F)c1n2ncc(C(=O)N3CC(OC(C3)C)C)c2nc(c1)c1ccccc1. The result is 0 (inactive).